This data is from Catalyst prediction with 721,799 reactions and 888 catalyst types from USPTO. The task is: Predict which catalyst facilitates the given reaction. (1) Reactant: [OH-].[K+].[CH:3]([C:6]1[C:7]([O:18][CH3:19])=[CH:8][C:9]([O:16][CH3:17])=[C:10]([CH:15]=1)[C:11]([O:13]C)=[O:12])([CH3:5])[CH3:4]. Product: [CH:3]([C:6]1[C:7]([O:18][CH3:19])=[CH:8][C:9]([O:16][CH3:17])=[C:10]([CH:15]=1)[C:11]([OH:13])=[O:12])([CH3:5])[CH3:4]. The catalyst class is: 24. (2) Reactant: [Br:1][C:2]1[CH:7]=[CH:6][C:5]([C@@H:8]2[O:13][CH2:12][CH2:11][NH:10][CH2:9]2)=[CH:4][CH:3]=1.C(N(CC)C(C)C)(C)C.[C:23](O[C:23]([O:25][C:26]([CH3:29])([CH3:28])[CH3:27])=[O:24])([O:25][C:26]([CH3:29])([CH3:28])[CH3:27])=[O:24]. Product: [Br:1][C:2]1[CH:3]=[CH:4][C:5]([C@@H:8]2[O:13][CH2:12][CH2:11][N:10]([C:23]([O:25][C:26]([CH3:29])([CH3:28])[CH3:27])=[O:24])[CH2:9]2)=[CH:6][CH:7]=1. The catalyst class is: 1. (3) Reactant: [Cl:1][C:2]1[CH:7]=[C:6]([Cl:8])[CH:5]=[C:4]([CH3:9])[C:3]=1[OH:10].C(=O)([O-])[O-].[Cs+].[Cs+].[Br:17][C:18]1[CH:19]=[C:20]([C:25]2[C:37]([F:38])=[CH:36][C:28]([C:29]([NH:31][S:32]([CH3:35])(=[O:34])=[O:33])=[O:30])=[C:27]([F:39])[CH:26]=2)[CH:21]=[N:22][C:23]=1F. Product: [Br:17][C:18]1[CH:19]=[C:20]([C:25]2[C:37]([F:38])=[CH:36][C:28]([C:29]([NH:31][S:32]([CH3:35])(=[O:33])=[O:34])=[O:30])=[C:27]([F:39])[CH:26]=2)[CH:21]=[N:22][C:23]=1[O:10][C:3]1[C:4]([CH3:9])=[CH:5][C:6]([Cl:8])=[CH:7][C:2]=1[Cl:1]. The catalyst class is: 16. (4) Reactant: [Cl:1][C:2]1[C:3]([F:46])=[C:4]([C@@H:8]2[C@:12]([C:15]3[CH:20]=[CH:19][C:18]([Cl:21])=[CH:17][C:16]=3[F:22])([C:13]#[N:14])[C@H:11]([CH2:23][C:24]([CH3:27])([CH3:26])[CH3:25])[NH:10][C@H:9]2[C:28]([NH:30][C:31]2[CH:36]=[CH:35][C:34]([N:37]3[CH2:41][CH2:40][CH2:39][CH:38]3[C:42]([O:44]C)=[O:43])=[CH:33][CH:32]=2)=[O:29])[CH:5]=[CH:6][CH:7]=1.O.[OH-].[Li+].Cl. Product: [Cl:1][C:2]1[C:3]([F:46])=[C:4]([C@@H:8]2[C@:12]([C:15]3[CH:20]=[CH:19][C:18]([Cl:21])=[CH:17][C:16]=3[F:22])([C:13]#[N:14])[C@H:11]([CH2:23][C:24]([CH3:27])([CH3:25])[CH3:26])[NH:10][C@H:9]2[C:28]([NH:30][C:31]2[CH:32]=[CH:33][C:34]([N:37]3[CH2:41][CH2:40][CH2:39][CH:38]3[C:42]([OH:44])=[O:43])=[CH:35][CH:36]=2)=[O:29])[CH:5]=[CH:6][CH:7]=1. The catalyst class is: 249. (5) Reactant: [NH:1]([CH2:8][C:9]([NH:11][C:12]1[CH:17]=[CH:16][C:15]([C:18]2[CH:23]=[CH:22][N:21]=[CH:20][CH:19]=2)=[CH:14][CH:13]=1)=[O:10])[C:2]1[CH:7]=[CH:6][CH:5]=[CH:4][CH:3]=1.[C:24]([O:28][C:29]([NH:31][CH2:32][C:33](O)=[O:34])=[O:30])([CH3:27])([CH3:26])[CH3:25].C(N(C(C)C)CC)(C)C.F[P-](F)(F)(F)(F)F.CN(C(=[N+](C)C)ON1C2=NC=CC=C2N=N1)C. Product: [C:24]([O:28][C:29](=[O:30])[NH:31][CH2:32][C:33](=[O:34])[N:1]([CH2:8][C:9](=[O:10])[NH:11][C:12]1[CH:17]=[CH:16][C:15]([C:18]2[CH:19]=[CH:20][N:21]=[CH:22][CH:23]=2)=[CH:14][CH:13]=1)[C:2]1[CH:7]=[CH:6][CH:5]=[CH:4][CH:3]=1)([CH3:27])([CH3:25])[CH3:26]. The catalyst class is: 35. (6) Reactant: [CH3:1][N:2]1[C:6]([C:7]2[S:8][C:9]3[N:10]=[CH:11][N:12]=[C:13](SC)[C:14]=3[N:15]=2)=[C:5]([C:18]2[CH:23]=[CH:22][CH:21]=[CH:20][CH:19]=2)[N:4]=[CH:3]1.[Li+].[CH3:25][CH:26]([N-:28][CH:29]([CH3:31])[CH3:30])[CH3:27].CN([CH:35]=[O:36])C.O. Product: [CH:26]([N:28]([CH:29]([CH3:31])[CH3:30])[C:13]1[C:14]2[N:15]=[C:7]([C:6]3[N:2]([CH3:1])[CH:3]=[N:4][C:5]=3[C:18]3[CH:19]=[CH:20][CH:21]=[CH:22][CH:23]=3)[S:8][C:9]=2[N:10]=[C:11]([CH:35]=[O:36])[N:12]=1)([CH3:27])[CH3:25]. The catalyst class is: 1. (7) Reactant: FC(F)(F)C([NH:5][CH:6]1[CH2:11][CH2:10][NH:9][CH2:8][CH2:7]1)=O.C(N(CC)CC)C.[C:21](#[N:24])[CH:22]=[CH2:23]. Product: [C:21]([CH2:22][CH2:23][N:9]1[CH2:8][CH2:7][CH:6]([NH2:5])[CH2:11][CH2:10]1)#[N:24]. The catalyst class is: 1.